Dataset: Reaction yield outcomes from USPTO patents with 853,638 reactions. Task: Predict the reaction yield, written as a fraction of the theoretical maximum amount of product (1.0 means a 100% yield; for example, 0.34 means a 34% yield). (1) The reactants are [Br:1][C:2]1[CH:7]=[CH:6][C:5]([OH:8])=[C:4]([N+:9]([O-:11])=[O:10])[CH:3]=1.C(=O)([O-])[O-].[K+].[K+].Br[CH2:19][C:20]([O:22][CH2:23][CH3:24])=[O:21]. The catalyst is CN(C)C=O. The product is [CH2:23]([O:22][C:20](=[O:21])[CH2:19][O:8][C:5]1[CH:6]=[CH:7][C:2]([Br:1])=[CH:3][C:4]=1[N+:9]([O-:11])=[O:10])[CH3:24]. The yield is 0.770. (2) The reactants are [CH3:1][CH:2]([CH2:4][CH2:5][CH2:6][C@H:7]([C@@H:9]1[C@:27]2([CH3:28])[C@H:12]([C@H:13]3[C@H:24]([CH2:25][CH2:26]2)[C@:22]2([CH3:23])[C:16]([CH2:17][C@H:18]([CH2:20][CH2:21]2)[OH:19])=[CH:15][CH2:14]3)[CH2:11][CH2:10]1)[CH3:8])[CH3:3].[C:29]1(=[O:35])[O:34][C:32](=[O:33])[CH2:31][CH2:30]1.Cl. The catalyst is O1CCOCC1.CN(C)C1C=CN=CC=1. The product is [C:29]([OH:34])(=[O:35])[CH2:30][CH2:31][C:32]([OH:19])=[O:33].[CH3:3][CH:2]([CH2:4][CH2:5][CH2:6][C@H:7]([C@@H:9]1[C@:27]2([CH3:28])[C@H:12]([C@H:13]3[C@H:24]([CH2:25][CH2:26]2)[C@:22]2([CH3:23])[C:16]([CH2:17][C@H:18]([CH2:20][CH2:21]2)[OH:19])=[CH:15][CH2:14]3)[CH2:11][CH2:10]1)[CH3:8])[CH3:1]. The yield is 0.950. (3) The reactants are [CH3:1][C:2]1[O:6][N:5]=[C:4]([C:7]2[CH:12]=[CH:11][CH:10]=[CH:9][CH:8]=2)[C:3]=1[CH2:13][O:14][C:15]1[CH:23]=[CH:22][C:18]([C:19]([OH:21])=O)=[CH:17][N:16]=1.[NH2:24][CH:25]1[CH2:28][N:27]([C:29]([O:31][C:32]([CH3:35])([CH3:34])[CH3:33])=[O:30])[CH2:26]1. No catalyst specified. The product is [C:32]([O:31][C:29]([N:27]1[CH2:28][CH:25]([NH:24][C:19]([C:18]2[CH:17]=[N:16][C:15]([O:14][CH2:13][C:3]3[C:4]([C:7]4[CH:8]=[CH:9][CH:10]=[CH:11][CH:12]=4)=[N:5][O:6][C:2]=3[CH3:1])=[CH:23][CH:22]=2)=[O:21])[CH2:26]1)=[O:30])([CH3:35])([CH3:33])[CH3:34]. The yield is 0.860. (4) The yield is 0.940. The catalyst is OS(O)(=O)=O. The reactants are [Br:1][C:2]1[O:6][C:5]([C:7]2[C:12]([F:13])=[CH:11][CH:10]=[CH:9][C:8]=2[F:14])=[N:4][C:3]=1[C:15]#[N:16].C(=O)(O)[O-:18].[Na+]. The product is [Br:1][C:2]1[O:6][C:5]([C:7]2[C:8]([F:14])=[CH:9][CH:10]=[CH:11][C:12]=2[F:13])=[N:4][C:3]=1[C:15]([NH2:16])=[O:18]. (5) The reactants are Cl[C:2]1[CH:3]=[CH:4][C:5]2[O:14][CH2:13][CH2:12][C:11]3[CH:10]=[C:9]([C:15]4[N:16]([C:20]5[CH:25]=[CH:24][C:23]([F:26])=[CH:22][C:21]=5[F:27])[N:17]=[CH:18][N:19]=4)[S:8][C:7]=3[C:6]=2[N:28]=1.[CH3:29][C:30]1([CH3:37])[O:34][CH:33]([CH2:35][NH2:36])[CH2:32][O:31]1.CC(C1C=C(C(C)C)C(C2C=CC=CC=2P(C2CCCCC2)C2CCCCC2)=C(C(C)C)C=1)C.C(O[Na])(C)(C)C. The catalyst is C1C=CC(/C=C/C(/C=C/C2C=CC=CC=2)=O)=CC=1.C1C=CC(/C=C/C(/C=C/C2C=CC=CC=2)=O)=CC=1.C1C=CC(/C=C/C(/C=C/C2C=CC=CC=2)=O)=CC=1.[Pd].[Pd].C(Cl)Cl.O1CCOCC1. The product is [F:27][C:21]1[CH:22]=[C:23]([F:26])[CH:24]=[CH:25][C:20]=1[N:16]1[C:15]([C:9]2[S:8][C:7]3[C:6]4[N:28]=[C:2]([NH:36][CH2:35][CH:33]5[CH2:32][O:31][C:30]([CH3:37])([CH3:29])[O:34]5)[CH:3]=[CH:4][C:5]=4[O:14][CH2:13][CH2:12][C:11]=3[CH:10]=2)=[N:19][CH:18]=[N:17]1. The yield is 0.670. (6) The reactants are [Cl:1][C:2]1[C:3]2[CH:14]=[CH:13][C:12](=[O:15])[N:11]([C:16]3[C:21]([F:22])=[CH:20][CH:19]=[CH:18][C:17]=3[F:23])[C:4]=2[N:5]=[C:6](S(C)=O)[N:7]=1.[CH2:24]([N:26]([CH2:31][CH3:32])[CH2:27][CH2:28][CH2:29][NH2:30])[CH3:25].C(N(CC)CC)C. The catalyst is ClCCl. The product is [Cl:1][C:2]1[C:3]2[CH:14]=[CH:13][C:12](=[O:15])[N:11]([C:16]3[C:21]([F:22])=[CH:20][CH:19]=[CH:18][C:17]=3[F:23])[C:4]=2[N:5]=[C:6]([NH:30][CH2:29][CH2:28][CH2:27][N:26]([CH2:31][CH3:32])[CH2:24][CH3:25])[N:7]=1. The yield is 0.600. (7) The reactants are [OH:1][C:2]1[CH:3]=[C:4]2[C:9](=[CH:10][CH:11]=1)[CH:8]=[C:7]([C@:12]1([CH3:18])[CH2:16][O:15][C:14](=[O:17])[NH:13]1)[CH:6]=[CH:5]2.O1CCCC1.[CH2:24]([CH:27]1[CH2:32][CH2:31][CH:30](O)[CH2:29][CH2:28]1)[CH2:25][CH3:26].C1(P(C2C=CC=CC=2)C2C=CC=CC=2)C=CC=CC=1.N(C(OC(C)C)=O)=NC(OC(C)C)=O. No catalyst specified. The product is [CH3:18][C@@:12]1([C:7]2[CH:6]=[CH:5][C:4]3[C:9](=[CH:10][CH:11]=[C:2]([O:1][CH:30]4[CH2:31][CH2:32][CH:27]([CH2:24][CH2:25][CH3:26])[CH2:28][CH2:29]4)[CH:3]=3)[CH:8]=2)[CH2:16][O:15][C:14](=[O:17])[NH:13]1. The yield is 1.09. (8) The reactants are [F:1][C:2]1[CH:9]=[C:8]([OH:10])[CH:7]=[CH:6][C:3]=1[C:4]#[N:5].C([Mg]Cl)(C)C.[CH3:16][O:17][C:18]1[CH:35]=[CH:34][C:21]([CH2:22][N:23]2[C:31]3[C:26](=[CH:27][CH:28]=[CH:29][CH:30]=3)[C:25](=[O:32])[C:24]2=[O:33])=[CH:20][CH:19]=1.Cl. The catalyst is ClCCCl.O1CCCC1. The product is [F:1][C:2]1[CH:9]=[C:8]([OH:10])[C:7]([C:25]2([OH:32])[C:26]3[C:31](=[CH:30][CH:29]=[CH:28][CH:27]=3)[N:23]([CH2:22][C:21]3[CH:34]=[CH:35][C:18]([O:17][CH3:16])=[CH:19][CH:20]=3)[C:24]2=[O:33])=[CH:6][C:3]=1[C:4]#[N:5]. The yield is 0.540. (9) The reactants are [CH3:1][C:2]1[C:20]([C:21]2[S:22][C:23]([C:32]3[N:36]=[CH:35][NH:34][N:33]=3)=[C:24]([C:26]3[CH:31]=[CH:30][CH:29]=[CH:28][CH:27]=3)[N:25]=2)=[C:5]2[CH:6]=[C:7]([O:10][CH2:11][CH2:12][N:13]3[CH2:18][CH2:17][N:16]([CH3:19])[CH2:15][CH2:14]3)[CH:8]=[CH:9][N:4]2[N:3]=1.O.[C:38]1([CH3:48])[CH:43]=[CH:42][C:41]([S:44]([OH:47])(=[O:46])=[O:45])=[CH:40][CH:39]=1. The catalyst is CCOC(C)=O. The product is [C:38]1([CH3:48])[CH:39]=[CH:40][C:41]([S:44]([OH:47])(=[O:45])=[O:46])=[CH:42][CH:43]=1.[C:38]1([CH3:48])[CH:39]=[CH:40][C:41]([S:44]([OH:47])(=[O:45])=[O:46])=[CH:42][CH:43]=1.[CH3:1][C:2]1[C:20]([C:21]2[S:22][C:23]([C:32]3[N:36]=[CH:35][NH:34][N:33]=3)=[C:24]([C:26]3[CH:31]=[CH:30][CH:29]=[CH:28][CH:27]=3)[N:25]=2)=[C:5]2[CH:6]=[C:7]([O:10][CH2:11][CH2:12][N:13]3[CH2:14][CH2:15][N:16]([CH3:19])[CH2:17][CH2:18]3)[CH:8]=[CH:9][N:4]2[N:3]=1. The yield is 0.870.